From a dataset of Catalyst prediction with 721,799 reactions and 888 catalyst types from USPTO. Predict which catalyst facilitates the given reaction. (1) Reactant: [F:1][C:2]([F:22])([F:21])[CH:3]1[CH2:8][NH:7][CH2:6][CH2:5][N:4]1[CH2:9][CH2:10][C:11]1[CH:20]=[CH:19][C:14]2[C:15](=[O:18])[O:16][CH2:17][C:13]=2[CH:12]=1.[CH3:23][O:24][C:25]1[CH:32]=[C:31]([CH2:33][CH:34]=O)[CH:30]=[CH:29][C:26]=1[C:27]#[N:28].C([BH3-])#N.[Na+]. Product: [CH3:23][O:24][C:25]1[CH:32]=[C:31]([CH2:33][CH2:34][N:7]2[CH2:6][CH2:5][N:4]([CH2:9][CH2:10][C:11]3[CH:20]=[CH:19][C:14]4[C:15](=[O:18])[O:16][CH2:17][C:13]=4[CH:12]=3)[CH:3]([C:2]([F:1])([F:21])[F:22])[CH2:8]2)[CH:30]=[CH:29][C:26]=1[C:27]#[N:28]. The catalyst class is: 5. (2) Reactant: Br[C:2]1[CH:7]=[CH:6][CH:5]=[CH:4][N:3]=1.O.[C:9]([N:16]1[CH2:21][CH:20]=[C:19](B2OC(C)(C)C(C)(C)O2)[CH2:18][CH2:17]1)([O:11][C:12]([CH3:15])([CH3:14])[CH3:13])=[O:10].C(=O)([O-])[O-].[Na+].[Na+]. Product: [N:3]1[CH:4]=[CH:5][CH:6]=[CH:7][C:2]=1[C:19]1[CH2:20][CH2:21][N:16]([C:9]([O:11][C:12]([CH3:15])([CH3:14])[CH3:13])=[O:10])[CH2:17][CH:18]=1. The catalyst class is: 564. (3) Reactant: [C:1]([O:5][C:6]([C:8]1[C:9]([C:14]2[CH:19]=[CH:18][C:17]([CH2:20][N:21]3[C:25]([CH:26]=[O:27])=[C:24](Br)[N:23]=[C:22]3[O:29][CH2:30][CH3:31])=[C:16]([F:32])[CH:15]=2)=[CH:10][CH:11]=[CH:12][CH:13]=1)=[O:7])([CH3:4])([CH3:3])[CH3:2].[CH:33]1(B(O)O)[CH2:35][CH2:34]1.C1(C)C=CC=CC=1.P([O-])([O-])([O-])=O.[K+].[K+].[K+].C(=O)([O-])[O-].[K+].[K+]. Product: [C:1]([O:5][C:6]([C:8]1[C:9]([C:14]2[CH:19]=[CH:18][C:17]([CH2:20][N:21]3[C:25]([CH:26]=[O:27])=[C:24]([CH:33]4[CH2:35][CH2:34]4)[N:23]=[C:22]3[O:29][CH2:30][CH3:31])=[C:16]([F:32])[CH:15]=2)=[CH:10][CH:11]=[CH:12][CH:13]=1)=[O:7])([CH3:4])([CH3:3])[CH3:2]. The catalyst class is: 713. (4) Reactant: [CH3:1][S:2](Cl)(=[O:4])=[O:3].[OH:6][CH2:7][C@@H:8]([NH:10][C:11](=[O:17])[O:12][C:13]([CH3:16])([CH3:15])[CH3:14])[CH3:9].C(N(CC)CC)C.[Cl-].[NH4+]. Product: [CH3:1][S:2]([O:6][CH2:7][C@@H:8]([NH:10][C:11]([O:12][C:13]([CH3:16])([CH3:15])[CH3:14])=[O:17])[CH3:9])(=[O:4])=[O:3]. The catalyst class is: 4. (5) Reactant: [F:1][C:2]1([F:26])[CH2:4][CH:3]1[CH2:5][N:6]1[C:10]2[CH:11]=[CH:12][C:13]([C:15]3[N:20]=[C:19]([CH2:21]O)[CH:18]=[CH:17][CH:16]=3)=[CH:14][C:9]=2[N:8]([CH3:23])[S:7]1(=[O:25])=[O:24].C(N(CC)CC)C.S(Cl)(C)(=O)=O.[CH3:39][S:40]([N:43]1[CH2:48][CH2:47][NH:46][CH2:45][CH2:44]1)(=[O:42])=[O:41].CCN(C(C)C)C(C)C. Product: [F:1][C:2]1([F:26])[CH2:4][CH:3]1[CH2:5][N:6]1[C:10]2[CH:11]=[CH:12][C:13]([C:15]3[CH:16]=[CH:17][CH:18]=[C:19]([CH2:21][N:46]4[CH2:47][CH2:48][N:43]([S:40]([CH3:39])(=[O:42])=[O:41])[CH2:44][CH2:45]4)[N:20]=3)=[CH:14][C:9]=2[N:8]([CH3:23])[S:7]1(=[O:25])=[O:24]. The catalyst class is: 37.